From a dataset of Catalyst prediction with 721,799 reactions and 888 catalyst types from USPTO. Predict which catalyst facilitates the given reaction. (1) Reactant: Br[CH:2]([CH2:15][CH3:16])[C:3]([C:5]1[CH:10]=[CH:9][C:8]([NH:11][C:12](=[O:14])[CH3:13])=[CH:7][CH:6]=1)=[O:4].[CH3:17][NH:18][CH3:19].CCN(C(C)C)C(C)C. Product: [CH3:17][N:18]([CH3:19])[CH:2]([CH2:15][CH3:16])[C:3]([C:5]1[CH:10]=[CH:9][C:8]([NH:11][C:12](=[O:14])[CH3:13])=[CH:7][CH:6]=1)=[O:4]. The catalyst class is: 147. (2) Reactant: [NH2:1][C:2]1[CH:3]=[C:4]([CH:19]=[CH:20][CH:21]=1)[O:5][C:6]1[C:15]2[C:10](=[CH:11][C:12]([OH:18])=[C:13]([O:16][CH3:17])[CH:14]=2)[N:9]=[CH:8][N:7]=1.[F:22][C:23]([C:26]1[CH:30]=[C:29]([NH:31][C:32](=O)[O:33]C2C=CC(Cl)=CC=2)[O:28][N:27]=1)([CH3:25])[CH3:24]. Product: [F:22][C:23]([C:26]1[CH:30]=[C:29]([NH:31][C:32]([NH:1][C:2]2[CH:21]=[CH:20][CH:19]=[C:4]([O:5][C:6]3[C:15]4[C:10](=[CH:11][C:12]([OH:18])=[C:13]([O:16][CH3:17])[CH:14]=4)[N:9]=[CH:8][N:7]=3)[CH:3]=2)=[O:33])[O:28][N:27]=1)([CH3:24])[CH3:25]. The catalyst class is: 3. (3) Reactant: F[C:2]1[CH:10]=[CH:9][CH:8]=[CH:7][C:3]=1[C:4]([OH:6])=[O:5].[CH2:11]([N-:18][CH2:19][C:20]1[CH:25]=[CH:24][CH:23]=[CH:22][CH:21]=1)[C:12]1[CH:17]=[CH:16][CH:15]=[CH:14][CH:13]=1.[Li+].O.Cl. Product: [CH2:19]([N:18]([CH2:11][C:12]1[CH:17]=[CH:16][CH:15]=[CH:14][CH:13]=1)[C:2]1[CH:10]=[CH:9][CH:8]=[CH:7][C:3]=1[C:4]([OH:6])=[O:5])[C:20]1[CH:25]=[CH:24][CH:23]=[CH:22][CH:21]=1. The catalyst class is: 1. (4) Reactant: [CH3:1][O:2][CH2:3][CH2:4]Br.[N+:6]([C:9]1[CH:10]=[C:11]([OH:15])[CH:12]=[CH:13][CH:14]=1)([O-:8])=[O:7].C(=O)([O-])[O-].[K+].[K+]. Product: [CH3:1][O:2][CH2:3][CH2:4][O:15][C:11]1[CH:12]=[CH:13][CH:14]=[C:9]([N+:6]([O-:8])=[O:7])[CH:10]=1. The catalyst class is: 264. (5) Reactant: [C:1]([C:4]1[CH:13]=[CH:12][C:7]2[NH:8][C:9](=[O:11])[S:10][C:6]=2[CH:5]=1)(=[O:3])[CH3:2].I[CH2:15][CH2:16][CH3:17].C(=O)([O-])[O-].[K+].[K+]. Product: [C:1]([C:4]1[CH:13]=[CH:12][C:7]2[N:8]([CH2:15][CH2:16][CH3:17])[C:9](=[O:11])[S:10][C:6]=2[CH:5]=1)(=[O:3])[CH3:2]. The catalyst class is: 3.